Dataset: Full USPTO retrosynthesis dataset with 1.9M reactions from patents (1976-2016). Task: Predict the reactants needed to synthesize the given product. (1) Given the product [Cl:12][CH2:13][CH2:14][C@H:15]([N:5]1[C:1](=[O:11])[C:2]2[C:3](=[CH:7][CH:8]=[CH:9][CH:10]=2)[C:4]1=[O:6])[C:17]1[CH:22]=[CH:21][CH:20]=[CH:19][CH:18]=1, predict the reactants needed to synthesize it. The reactants are: [C:1]1(=[O:11])[NH:5][C:4](=[O:6])[C:3]2=[CH:7][CH:8]=[CH:9][CH:10]=[C:2]12.[Cl:12][CH2:13][CH2:14][C@H:15]([C:17]1[CH:22]=[CH:21][CH:20]=[CH:19][CH:18]=1)O.C1(P(C2C=CC=CC=2)C2C=CC=CC=2)C=CC=CC=1.N(C(OCC)=O)=NC(OCC)=O. (2) Given the product [CH3:1][O:2][CH:3]([O:9][CH3:10])[CH2:4][O:5][CH2:6][CH2:7][O:8][C:20](=[O:21])[C:19]([Br:18])([CH3:24])[CH3:23], predict the reactants needed to synthesize it. The reactants are: [CH3:1][O:2][CH:3]([O:9][CH3:10])[CH2:4][O:5][CH2:6][CH2:7][OH:8].C(N(CC)CC)C.[Br:18][C:19]([CH3:24])([CH3:23])[C:20](Br)=[O:21]. (3) Given the product [CH3:27][O:26][C:24](=[O:25])[NH:23][C:20]1[S:21][C:22]2[C:14]([C:11]3[CH2:12][CH2:13][NH:8][CH2:9][CH:10]=3)=[CH:15][CH:16]=[C:17]([O:28][CH3:29])[C:18]=2[N:19]=1, predict the reactants needed to synthesize it. The reactants are: C(OC([N:8]1[CH2:13][CH:12]=[C:11]([C:14]2[C:22]3[S:21][C:20]([NH:23][C:24]([O:26][CH3:27])=[O:25])=[N:19][C:18]=3[C:17]([O:28][CH3:29])=[CH:16][CH:15]=2)[CH2:10][CH2:9]1)=O)(C)(C)C. (4) Given the product [IH:48].[IH:48].[CH2:32]([C@H:31]1[CH2:30][NH:29][CH2:28][C@H:27]1[NH:26][C:5]1[C:6]2[N:7]([CH:10]=[C:11]([C:13]3[CH:14]=[N:15][C:16]([CH2:19][NH:20][C:21](=[O:25])[CH2:22][O:23][CH3:24])=[CH:17][CH:18]=3)[CH:12]=2)[N:8]=[CH:9][C:4]=1[C:1]([NH2:2])=[O:3])[CH3:33], predict the reactants needed to synthesize it. The reactants are: [C:1]([C:4]1[CH:9]=[N:8][N:7]2[CH:10]=[C:11]([C:13]3[CH:14]=[N:15][C:16]([CH2:19][NH:20][C:21](=[O:25])[CH2:22][O:23][CH3:24])=[CH:17][CH:18]=3)[CH:12]=[C:6]2[C:5]=1[NH:26][C@H:27]1[C@@H:31]([CH2:32][CH3:33])[CH2:30][N:29](C(OCC2C=CC=CC=2)=O)[CH2:28]1)(=[O:3])[NH2:2].[Si]([I:48])(C)(C)C. (5) Given the product [CH:1]([O:4][C:5]1[CH:6]=[C:7]([CH:12]=[C:13]([O:15][C@@H:16]([CH3:24])[CH2:17][C:18]2[CH:23]=[CH:22][CH:21]=[CH:20][CH:19]=2)[CH:14]=1)[C:8]([OH:10])=[O:9])([CH3:3])[CH3:2], predict the reactants needed to synthesize it. The reactants are: [CH:1]([O:4][C:5]1[CH:6]=[C:7]([CH:12]=[C:13]([O:15][C@@H:16]([CH3:24])[CH2:17][C:18]2[CH:23]=[CH:22][CH:21]=[CH:20][CH:19]=2)[CH:14]=1)[C:8]([O:10]C)=[O:9])([CH3:3])[CH3:2].[OH-].[Na+].Cl. (6) Given the product [Cl:19][C:20]1[CH:21]=[C:22]2[C:26](=[CH:27][CH:28]=1)[NH:25][CH:24]=[C:23]2[CH2:29][CH2:30][NH:31][C:6](=[O:8])[C:5]1[CH:9]=[CH:10][CH:11]=[C:3]([N:2]([CH3:1])[C:12]2[CH:17]=[CH:16][CH:15]=[CH:14][CH:13]=2)[CH:4]=1, predict the reactants needed to synthesize it. The reactants are: [CH3:1][N:2]([C:12]1[CH:17]=[CH:16][CH:15]=[CH:14][CH:13]=1)[C:3]1[CH:4]=[C:5]([CH:9]=[CH:10][CH:11]=1)[C:6]([OH:8])=O.Cl.[Cl:19][C:20]1[CH:21]=[C:22]2[C:26](=[CH:27][CH:28]=1)[NH:25][CH:24]=[C:23]2[CH2:29][CH2:30][NH2:31].CN(C(ON1N=NC2C=CC=NC1=2)=[N+](C)C)C.F[P-](F)(F)(F)(F)F.C(N(CC)C(C)C)(C)C. (7) Given the product [OH:15][CH2:14][CH2:13][C:6]1[C:5]2[C:10](=[CH:11][C:2]([OH:1])=[CH:3][CH:4]=2)[O:9][C:8](=[O:12])[CH:7]=1, predict the reactants needed to synthesize it. The reactants are: [OH:1][C:2]1[CH:11]=[C:10]2[C:5]([C:6]([CH2:13][C:14](O)=[O:15])=[CH:7][C:8](=[O:12])[O:9]2)=[CH:4][CH:3]=1.B.CO.